Dataset: Catalyst prediction with 721,799 reactions and 888 catalyst types from USPTO. Task: Predict which catalyst facilitates the given reaction. (1) Reactant: [Br:1][C:2]1[CH:7]=[CH:6][C:5]([CH2:8][CH2:9][C:10]([CH:12]2[CH2:17][CH2:16][CH2:15][CH2:14][CH2:13]2)=[O:11])=[CH:4][CH:3]=1.[H-].[Na+].[CH:20](OCC)=[O:21]. Product: [Br:1][C:2]1[CH:3]=[CH:4][C:5]([CH2:8][CH:9]([C:10]([CH:12]2[CH2:17][CH2:16][CH2:15][CH2:14][CH2:13]2)=[O:11])[CH:20]=[O:21])=[CH:6][CH:7]=1. The catalyst class is: 1. (2) Reactant: [F:1][C:2]1[CH:7]=[CH:6][C:5]([C:8]2[C:9]([C:21]3[CH:26]=[CH:25][CH:24]=[C:23]([CH3:27])[N:22]=3)=[N:10][N:11](COCC[Si](C)(C)C)[CH:12]=2)=[CH:4][C:3]=1[C:28]1[N:29]=[CH:30][N:31]([CH3:33])[CH:32]=1.Cl.C(=O)(O)[O-].[Na+]. Product: [F:1][C:2]1[CH:7]=[CH:6][C:5]([C:8]2[C:9]([C:21]3[CH:26]=[CH:25][CH:24]=[C:23]([CH3:27])[N:22]=3)=[N:10][NH:11][CH:12]=2)=[CH:4][C:3]=1[C:28]1[N:29]=[CH:30][N:31]([CH3:33])[CH:32]=1. The catalyst class is: 8. (3) Reactant: [CH3:1][CH:2]([C:4]1[CH:5]=[CH:6][C:7]([O:13][CH2:14][C:15]2[CH:20]=[CH:19][CH:18]=[CH:17][CH:16]=2)=[C:8]([CH:12]=1)[C:9]([OH:11])=O)[CH3:3].[N:21]1[CH:26]=[CH:25][CH:24]=[C:23]([NH2:27])[CH:22]=1.C(Cl)CCl.C1C=CC2N(O)N=NC=2C=1. Product: [CH3:3][CH:2]([C:4]1[CH:5]=[CH:6][C:7]([O:13][CH2:14][C:15]2[CH:20]=[CH:19][CH:18]=[CH:17][CH:16]=2)=[C:8]([CH:12]=1)[C:9]([NH:27][C:23]1[CH:22]=[N:21][CH:26]=[CH:25][CH:24]=1)=[O:11])[CH3:1]. The catalyst class is: 18.